Dataset: Reaction yield outcomes from USPTO patents with 853,638 reactions. Task: Predict the reaction yield, written as a fraction of the theoretical maximum amount of product (1.0 means a 100% yield; for example, 0.34 means a 34% yield). (1) The reactants are [CH2:1]([O:8][C:9]1[CH:14]=[CH:13][C:12]([NH:15][C:16]2[C:25]3[C:20](=[CH:21][CH:22]=[C:23](Br)[CH:24]=3)[N:19]=[CH:18][N:17]=2)=[CH:11][CH:10]=1)[C:2]1[CH:7]=[CH:6][CH:5]=[CH:4][CH:3]=1.[O:27]1[CH2:31][CH2:30][O:29][CH:28]1[C:32]1[O:36][C:35]([Sn](CCCC)(CCCC)CCCC)=[CH:34][CH:33]=1. The catalyst is O1CCOCC1. The product is [CH2:1]([O:8][C:9]1[CH:14]=[CH:13][C:12]([NH:15][C:16]2[C:25]3[C:20](=[CH:21][CH:22]=[C:23]([C:35]4[O:36][C:32]([CH:28]5[O:29][CH2:30][CH2:31][O:27]5)=[CH:33][CH:34]=4)[CH:24]=3)[N:19]=[CH:18][N:17]=2)=[CH:11][CH:10]=1)[C:2]1[CH:7]=[CH:6][CH:5]=[CH:4][CH:3]=1. The yield is 0.620. (2) The reactants are [CH3:1][S-:2].[Na+].CS(O[CH2:9][C:10]1([C:13]([O:15][CH2:16][CH3:17])=[O:14])[CH2:12][CH2:11]1)(=O)=O. The catalyst is CN(C)C=O.O. The product is [CH3:1][S:2][CH2:9][C:10]1([C:13]([O:15][CH2:16][CH3:17])=[O:14])[CH2:11][CH2:12]1. The yield is 1.00. (3) The reactants are [NH2:1][CH:2]([C:6]1[CH:11]=[CH:10][C:9]([F:12])=[CH:8][CH:7]=1)[C:3]([OH:5])=[O:4].Cl[C:14](Cl)([O:16]C(=O)OC(Cl)(Cl)Cl)Cl. The catalyst is C1COCC1. The product is [F:12][C:9]1[CH:10]=[CH:11][C:6]([CH:2]2[C:3](=[O:5])[O:4][C:14](=[O:16])[NH:1]2)=[CH:7][CH:8]=1. The yield is 0.870. (4) The reactants are [NH2:1][C:2](=[S:14])[CH2:3][N:4]1[CH:8]=[C:7]([C:9]([O:11][CH2:12][CH3:13])=[O:10])[CH:6]=[N:5]1.Br[CH2:16][C:17]([C:19]1[CH:24]=[CH:23][CH:22]=[C:21]([O:25][C:26]([F:29])([F:28])[F:27])[CH:20]=1)=O. No catalyst specified. The product is [F:27][C:26]([F:28])([F:29])[O:25][C:21]1[CH:20]=[C:19]([C:17]2[N:1]=[C:2]([CH2:3][N:4]3[CH:8]=[C:7]([C:9]([O:11][CH2:12][CH3:13])=[O:10])[CH:6]=[N:5]3)[S:14][CH:16]=2)[CH:24]=[CH:23][CH:22]=1. The yield is 0.860. (5) The reactants are [F:1][C:2]([F:20])([C:6]1[CH:7]=[C:8]2[C:13](=[CH:14][CH:15]=1)[C:12]([CH3:17])([CH3:16])[CH2:11][CH2:10][C:9]2([CH3:19])[CH3:18])[C:3](O)=[O:4].[NH2:21][CH2:22][C:23]1[CH:32]=[CH:31][C:26]([C:27]([O:29][CH3:30])=[O:28])=[CH:25][CH:24]=1.CCN(CC)CC.[NH4+].[Cl-]. The catalyst is O=S(Cl)Cl.CN(C=O)C.CN(C1C=CN=CC=1)C.C(Cl)Cl. The product is [F:1][C:2]([F:20])([C:6]1[CH:7]=[C:8]2[C:13](=[CH:14][CH:15]=1)[C:12]([CH3:16])([CH3:17])[CH2:11][CH2:10][C:9]2([CH3:19])[CH3:18])[C:3]([NH:21][CH2:22][C:23]1[CH:24]=[CH:25][C:26]([C:27]([O:29][CH3:30])=[O:28])=[CH:31][CH:32]=1)=[O:4]. The yield is 0.580.